From a dataset of Full USPTO retrosynthesis dataset with 1.9M reactions from patents (1976-2016). Predict the reactants needed to synthesize the given product. (1) Given the product [NH:4]1[CH:5]=[CH:6][N:7]=[C:3]1[C:1]#[C:2][C:9]1[CH:10]=[CH:11][C:12]([C:15]2[CH:16]=[N:17][CH:18]=[CH:19][CH:20]=2)=[N:13][CH:14]=1, predict the reactants needed to synthesize it. The reactants are: [C:1]([C:3]1[NH:4][CH:5]=[CH:6][N:7]=1)#[CH:2].Br[C:9]1[CH:10]=[CH:11][C:12]([C:15]2[CH:16]=[N:17][CH:18]=[CH:19][CH:20]=2)=[N:13][CH:14]=1.C(N(CC)CC)C. (2) The reactants are: [CH:1]([N:4]1[C:8]([C:9]2[N:10]=[C:11]3[C:17]4[CH:18]=[C:19]([S:22]([CH:24]5[CH2:29][CH2:28][N:27]([CH:30]([CH3:32])[CH3:31])[CH2:26][CH2:25]5)=[O:23])[CH:20]=[CH:21][C:16]=4[O:15][CH2:14][CH2:13][N:12]3[CH:33]=2)=[N:7][CH:6]=[N:5]1)([CH3:3])[CH3:2].C(O)(C(F)(F)F)=[O:35].C1C=C(Cl)C=C(C(OO)=O)C=1. Given the product [CH:1]([N:4]1[C:8]([C:9]2[N:10]=[C:11]3[C:17]4[CH:18]=[C:19]([S:22]([CH:24]5[CH2:25][CH2:26][N:27]([CH:30]([CH3:32])[CH3:31])[CH2:28][CH2:29]5)(=[O:35])=[O:23])[CH:20]=[CH:21][C:16]=4[O:15][CH2:14][CH2:13][N:12]3[CH:33]=2)=[N:7][CH:6]=[N:5]1)([CH3:3])[CH3:2], predict the reactants needed to synthesize it. (3) Given the product [Cl:18][C:15]1[CH:16]=[CH:17][C:12]([S:9]([N:8]([C:7]2[C:2]([C:36]([C:35]3[C:34]([O:33][CH3:32])=[N:45][CH:44]=[CH:43][CH:42]=3)=[O:37])=[N:3][CH:4]=[C:5]([Cl:26])[CH:6]=2)[CH2:23][O:24][CH3:25])(=[O:11])=[O:10])=[CH:13][C:14]=1[C:19]([F:22])([F:21])[F:20], predict the reactants needed to synthesize it. The reactants are: Br[C:2]1[C:7]([N:8]([CH2:23][O:24][CH3:25])[S:9]([C:12]2[CH:17]=[CH:16][C:15]([Cl:18])=[C:14]([C:19]([F:22])([F:21])[F:20])[CH:13]=2)(=[O:11])=[O:10])=[CH:6][C:5]([Cl:26])=[CH:4][N:3]=1.C([Mg]Cl)(C)C.[CH3:32][O:33][C:34]1[N:45]=[CH:44][CH:43]=[CH:42][C:35]=1[C:36](N(OC)C)=[O:37].